This data is from Reaction yield outcomes from USPTO patents with 853,638 reactions. The task is: Predict the reaction yield, written as a fraction of the theoretical maximum amount of product (1.0 means a 100% yield; for example, 0.34 means a 34% yield). (1) The reactants are [CH2:1]([O:3][C:4]1[CH:9]=[C:8]([O:10][CH2:11][C:12]2[CH:17]=[CH:16][C:15]([O:18][CH3:19])=[CH:14][CH:13]=2)[N:7]=[CH:6][C:5]=1[C:20]1[CH:25]=[CH:24][C:23]([CH2:26][C:27](O)=[O:28])=[C:22]([F:30])[CH:21]=1)[CH3:2].[F:31][C:32]([F:43])([F:42])[C:33]([C:36]1[CH:40]=[C:39]([NH2:41])[O:38][N:37]=1)([CH3:35])[CH3:34].C(P1(=O)OP(CCC)(=O)OP(CCC)(=O)O1)CC.O. The catalyst is N1C=CC=CC=1. The product is [CH2:1]([O:3][C:4]1[CH:9]=[C:8]([O:10][CH2:11][C:12]2[CH:13]=[CH:14][C:15]([O:18][CH3:19])=[CH:16][CH:17]=2)[N:7]=[CH:6][C:5]=1[C:20]1[CH:25]=[CH:24][C:23]([CH2:26][C:27]([NH:41][C:39]2[O:38][N:37]=[C:36]([C:33]([CH3:35])([CH3:34])[C:32]([F:31])([F:42])[F:43])[CH:40]=2)=[O:28])=[C:22]([F:30])[CH:21]=1)[CH3:2]. The yield is 0.890. (2) The reactants are Cl.Cl.Cl.[NH2:4][CH2:5][C@H:6]([N:11]1[CH2:16][CH2:15][N:14]([CH2:17][C:18]2[CH:23]=[CH:22][C:21]([F:24])=[CH:20][CH:19]=2)[CH2:13][CH2:12]1)[C:7]([O:9][CH3:10])=[O:8].Cl.[CH3:26][C:27]1[CH:36]=[C:35]([CH2:37][O:38][C:39]2[CH:44]=[CH:43][C:42]([S:45](Cl)(=[O:47])=[O:46])=[CH:41][CH:40]=2)[C:34]2[C:29](=[CH:30][CH:31]=[CH:32][CH:33]=2)[N:28]=1. No catalyst specified. The product is [F:24][C:21]1[CH:20]=[CH:19][C:18]([CH2:17][N:14]2[CH2:13][CH2:12][N:11]([C@@H:6]([CH2:5][NH:4][S:45]([C:42]3[CH:43]=[CH:44][C:39]([O:38][CH2:37][C:35]4[C:34]5[C:29](=[CH:30][CH:31]=[CH:32][CH:33]=5)[N:28]=[C:27]([CH3:26])[CH:36]=4)=[CH:40][CH:41]=3)(=[O:46])=[O:47])[C:7]([O:9][CH3:10])=[O:8])[CH2:16][CH2:15]2)=[CH:23][CH:22]=1. The yield is 0.460.